This data is from Forward reaction prediction with 1.9M reactions from USPTO patents (1976-2016). The task is: Predict the product of the given reaction. Given the reactants [CH3:1][O:2][C:3]([C:5]1[CH:6]=[C:7]([C:24]2[CH:29]=[CH:28][CH:27]=[CH:26][CH:25]=2)[C:8]([O:17]COCCOC)=[C:9]([C:11]2[CH:16]=[CH:15][CH:14]=[CH:13][CH:12]=2)[CH:10]=1)=[O:4].FC(F)(F)C(O)=O, predict the reaction product. The product is: [CH3:1][O:2][C:3]([C:5]1[CH:10]=[C:9]([C:11]2[CH:16]=[CH:15][CH:14]=[CH:13][CH:12]=2)[C:8]([OH:17])=[C:7]([C:24]2[CH:29]=[CH:28][CH:27]=[CH:26][CH:25]=2)[CH:6]=1)=[O:4].